This data is from Full USPTO retrosynthesis dataset with 1.9M reactions from patents (1976-2016). The task is: Predict the reactants needed to synthesize the given product. Given the product [Cl:27][C:28]1[CH:33]=[C:32]([C:2]2[CH:3]=[C:4]3[C:9](=[CH:10][CH:11]=2)[N:8]=[CH:7][C:6]([S:12]([CH3:15])(=[O:13])=[O:14])=[C:5]3[N:16]2[CH2:17][CH2:18][CH:19]([CH:22]([N:24]([CH3:26])[CH3:25])[CH3:23])[CH2:20][CH2:21]2)[CH:31]=[C:30]([O:43][CH3:44])[C:29]=1[OH:45], predict the reactants needed to synthesize it. The reactants are: Br[C:2]1[CH:3]=[C:4]2[C:9](=[CH:10][CH:11]=1)[N:8]=[CH:7][C:6]([S:12]([CH3:15])(=[O:14])=[O:13])=[C:5]2[N:16]1[CH2:21][CH2:20][CH:19]([CH:22]([N:24]([CH3:26])[CH3:25])[CH3:23])[CH2:18][CH2:17]1.[Cl:27][C:28]1[CH:33]=[C:32](B2OC(C)(C)C(C)(C)O2)[CH:31]=[C:30]([O:43][CH3:44])[C:29]=1[OH:45].